From a dataset of hERG Central: cardiac toxicity at 1µM, 10µM, and general inhibition. Predict hERG channel inhibition at various concentrations. The drug is CCCCC[C@H]1CN(C2CCCCC2)C(=O)[C@@H]1CC(=O)NCc1ccccc1. Results: hERG_inhib (hERG inhibition (general)): blocker.